Task: Binary Classification. Given a miRNA mature sequence and a target amino acid sequence, predict their likelihood of interaction.. Dataset: Experimentally validated miRNA-target interactions with 360,000+ pairs, plus equal number of negative samples The miRNA is mmu-miR-6420 with sequence ACUAAUCCUAUAAAAUCAAAC. The protein sequence of the target gene is MRPVALLLLPSLLALLAHGLSLEAPTVGKGQAPGIEETDGELTAAPTPEQPERGVHFVTTAPTLKLLNHHPLLEEFLQEGLEKGDEELRPALPFQPDPPAPFTPSPLPRLANQDSRPVFTSPTPAMAAVPTQPQSKEGPWSPESESPMLRITAPLPPGPSMAVPTLGPGEIASTTPPSRAWTPTQEGPGDMGRPWVAEVVSQGAGIGIQGTITSSTASGDDEETTTTTTIITTTITTVQTPGPCSWNFSGPEGSLDSPTDLSSPTDVGLDCFFYISVYPGYGVEIKVQNISLREGETVTV.... Result: 0 (no interaction).